This data is from Full USPTO retrosynthesis dataset with 1.9M reactions from patents (1976-2016). The task is: Predict the reactants needed to synthesize the given product. (1) The reactants are: [CH2:1]([S:4]([N:7]1[CH2:12][CH2:11][N:10](C(OC(C)(C)C)=O)[CH2:9][CH2:8]1)(=[O:6])=[O:5])[CH2:2][CH3:3].FC(F)(F)C(O)=O. Given the product [CH2:1]([S:4]([N:7]1[CH2:12][CH2:11][NH:10][CH2:9][CH2:8]1)(=[O:5])=[O:6])[CH2:2][CH3:3], predict the reactants needed to synthesize it. (2) Given the product [OH:54][CH:52]1[CH2:53][CH:50]([NH:49][C:33]([C:30]2[CH:31]=[CH:32][C:27]([C:24]3[CH:23]=[CH:22][C:21]([CH2:20][C@H:19]([NH:18][C:16]([C@H:13]4[CH2:14][CH2:15][C@H:10]([CH2:9][NH:8][C:6](=[O:7])[O:5][C:1]([CH3:2])([CH3:4])[CH3:3])[CH2:11][CH2:12]4)=[O:17])[C:37]([NH:39][C:40]4[CH:48]=[C:47]5[C:43]([CH:44]=[N:45][NH:46]5)=[CH:42][CH:41]=4)=[O:38])=[CH:26][CH:25]=3)=[C:28]([CH3:36])[CH:29]=2)=[O:34])[CH2:51]1, predict the reactants needed to synthesize it. The reactants are: [C:1]([O:5][C:6]([NH:8][CH2:9][C@H:10]1[CH2:15][CH2:14][C@H:13]([C:16]([NH:18][C@H:19]([C:37]([NH:39][C:40]2[CH:48]=[C:47]3[C:43]([CH:44]=[N:45][NH:46]3)=[CH:42][CH:41]=2)=[O:38])[CH2:20][C:21]2[CH:26]=[CH:25][C:24]([C:27]3[CH:32]=[CH:31][C:30]([C:33](O)=[O:34])=[CH:29][C:28]=3[CH3:36])=[CH:23][CH:22]=2)=[O:17])[CH2:12][CH2:11]1)=[O:7])([CH3:4])([CH3:3])[CH3:2].[NH2:49][CH:50]1[CH2:53][CH:52]([OH:54])[CH2:51]1.C(N(CC)C(C)C)(C)C.CN(C(ON1N=NC2C=CC=NC1=2)=[N+](C)C)C.F[P-](F)(F)(F)(F)F. (3) Given the product [C:38]([NH:41][NH:42][C:10](=[O:12])[C:9]1[CH:13]=[C:14]([N+:16]([O-:18])=[O:17])[CH:15]=[C:7]([N:4]2[CH2:3][CH2:2][O:1][CH2:6][CH2:5]2)[CH:8]=1)(=[O:40])[CH3:39], predict the reactants needed to synthesize it. The reactants are: [O:1]1[CH2:6][CH2:5][N:4]([C:7]2[CH:8]=[C:9]([CH:13]=[C:14]([N+:16]([O-:18])=[O:17])[CH:15]=2)[C:10]([OH:12])=O)[CH2:3][CH2:2]1.C(=O)(O)[O-].[Na+].C(Cl)CCl.ON1C2N=CC=CC=2N=N1.[C:38]([NH:41][NH2:42])(=[O:40])[CH3:39]. (4) Given the product [NH2:33][CH:4]([CH2:5][CH2:6][O:7][C:8]1[CH:9]=[CH:10][C:11]([CH2:14][CH2:15][CH2:16][CH2:17][NH:18][C:19]([NH2:32])=[N:20][C:21]([C:23]2[C:28]([NH2:29])=[N:27][C:26]([NH2:30])=[C:25]([Cl:31])[N:24]=2)=[O:22])=[CH:12][CH:13]=1)[C:3]([OH:34])=[O:2], predict the reactants needed to synthesize it. The reactants are: C[O:2][C:3](=[O:34])[CH:4]([NH2:33])[CH2:5][CH2:6][O:7][C:8]1[CH:13]=[CH:12][C:11]([CH2:14][CH2:15][CH2:16][CH2:17][NH:18][C:19]([NH2:32])=[N:20][C:21]([C:23]2[C:28]([NH2:29])=[N:27][C:26]([NH2:30])=[C:25]([Cl:31])[N:24]=2)=[O:22])=[CH:10][CH:9]=1.O.[OH-].[Li+]. (5) The reactants are: [F:1][C:2]1[CH:7]=[CH:6][C:5]([CH3:8])=[CH:4][C:3]=1B(O)O.I[C:13]1[N:18]=[C:17]([NH2:19])[N:16]=[C:15]([NH:20][CH3:21])[CH:14]=1. Given the product [F:1][C:2]1[CH:7]=[CH:6][C:5]([CH3:8])=[CH:4][C:3]=1[C:13]1[N:18]=[C:17]([NH2:19])[N:16]=[C:15]([NH:20][CH3:21])[CH:14]=1, predict the reactants needed to synthesize it.